From a dataset of Human liver microsome stability data. Regression/Classification. Given a drug SMILES string, predict its absorption, distribution, metabolism, or excretion properties. Task type varies by dataset: regression for continuous measurements (e.g., permeability, clearance, half-life) or binary classification for categorical outcomes (e.g., BBB penetration, CYP inhibition). Dataset: hlm. (1) The compound is CC(C)C(=O)N=C(Nc1ccc(Cl)c(Cl)c1)Nc1nccn1C(C)C. The result is 0 (unstable in human liver microsomes). (2) The drug is CNc1nc(NCCCN(C)C)c2sc(-c3ccccc3)cc2n1. The result is 0 (unstable in human liver microsomes).